This data is from Full USPTO retrosynthesis dataset with 1.9M reactions from patents (1976-2016). The task is: Predict the reactants needed to synthesize the given product. (1) Given the product [Cl:1][C:2]1[CH:7]=[CH:6][C:5]([N:8]2[CH:12]=[CH:11][CH:10]=[C:9]2[CH:13]=[CH:14][C:15]([O:17][N:41]2[CH2:46][CH2:45][CH:44]([CH2:47][C:48]([O:50][CH2:51][CH3:52])=[O:49])[CH2:43][CH2:42]2)=[O:16])=[C:4]([CH:18]([C:20]2[CH:25]=[CH:24][CH:23]=[C:22]([O:26][CH3:27])[C:21]=2[O:28][CH2:29][CH3:30])[OH:19])[CH:3]=1, predict the reactants needed to synthesize it. The reactants are: [Cl:1][C:2]1[CH:7]=[CH:6][C:5]([N:8]2[CH:12]=[CH:11][CH:10]=[C:9]2[CH:13]=[CH:14][C:15]([OH:17])=[O:16])=[C:4]([CH:18]([C:20]2[CH:25]=[CH:24][CH:23]=[C:22]([O:26][CH3:27])[C:21]=2[O:28][CH2:29][CH3:30])[OH:19])[CH:3]=1.ON1C2C=CC=CC=2N=N1.[NH:41]1[CH2:46][CH2:45][CH:44]([CH2:47][C:48]([O:50][CH2:51][CH3:52])=[O:49])[CH2:43][CH2:42]1.Cl.C(N=C=NCCCN(C)C)C. (2) Given the product [Cl:1][C:2]1[CH:3]=[C:4]([CH:16]=[C:17]([Cl:21])[C:18]=1[O:19][CH3:20])[C:5]([N:7]1[C:11]2[CH:12]=[CH:13][CH:14]=[CH:15][C:10]=2[S:9](=[O:30])[CH2:8]1)=[O:6], predict the reactants needed to synthesize it. The reactants are: [Cl:1][C:2]1[CH:3]=[C:4]([CH:16]=[C:17]([Cl:21])[C:18]=1[O:19][CH3:20])[C:5]([N:7]1[C:11]2[CH:12]=[CH:13][CH:14]=[CH:15][C:10]=2[S:9][CH2:8]1)=[O:6].ClC1C=CC=C(C(OO)=[O:30])C=1. (3) Given the product [F:1][C:2]1[C:7]([F:8])=[CH:6][CH:5]=[CH:4][C:3]=1[C:9]1[CH:14]=[CH:13][CH:12]=[C:11]([N:15]2[CH2:16][CH2:17][NH:18][CH2:19][CH2:20]2)[CH:10]=1, predict the reactants needed to synthesize it. The reactants are: [F:1][C:2]1[C:7]([F:8])=[CH:6][CH:5]=[CH:4][C:3]=1[C:9]1[CH:14]=[CH:13][CH:12]=[C:11]([N:15]2[CH2:20][CH2:19][N:18](C(OC(C)(C)C)=O)[CH2:17][CH2:16]2)[CH:10]=1. (4) Given the product [CH2:30]([O:37][C:2]1[CH:20]=[CH:19][C:5]([C:6]([NH:8][CH:9]2[C:14]([CH3:16])([CH3:15])[C@H:13]3[CH2:17][C@:10]2([CH3:18])[CH2:11][CH2:12]3)=[O:7])=[CH:4][C:3]=1[S:21]([N:24]1[CH2:29][CH2:28][O:27][CH2:26][CH2:25]1)(=[O:23])=[O:22])[C:31]1[CH:36]=[CH:35][CH:34]=[CH:33][CH:32]=1, predict the reactants needed to synthesize it. The reactants are: Br[C:2]1[CH:20]=[CH:19][C:5]([C:6]([NH:8][CH:9]2[C:14]([CH3:16])([CH3:15])[C@H:13]3[CH2:17][C@:10]2([CH3:18])[CH2:11][CH2:12]3)=[O:7])=[CH:4][C:3]=1[S:21]([N:24]1[CH2:29][CH2:28][O:27][CH2:26][CH2:25]1)(=[O:23])=[O:22].[CH2:30]([OH:37])[C:31]1[CH:36]=[CH:35][CH:34]=[CH:33][CH:32]=1.C(OCC)(=O)C. (5) Given the product [O:11]1[C:10]2[CH:14]=[CH:15][C:7]([NH:6][CH2:5][C:4]([OH:16])=[O:3])=[CH:8][C:9]=2[O:13][CH2:12]1, predict the reactants needed to synthesize it. The reactants are: C([O:3][C:4](=[O:16])[CH2:5][NH:6][C:7]1[CH:15]=[CH:14][C:10]2[O:11][CH2:12][O:13][C:9]=2[CH:8]=1)C.[OH-].[Li+]. (6) Given the product [CH2:1]([C:4]1[S:26][C:7]2[N:8]=[C:9]([NH:25][C:27](=[O:29])[CH3:28])[N:10]=[C:11]([N:12]3[CH2:17][CH2:16][N:15]4[C:18]([C:21]([F:23])([F:24])[F:22])=[N:19][N:20]=[C:14]4[CH2:13]3)[C:6]=2[CH:5]=1)[CH2:2][CH3:3], predict the reactants needed to synthesize it. The reactants are: [CH2:1]([C:4]1[S:26][C:7]2[N:8]=[C:9]([NH2:25])[N:10]=[C:11]([N:12]3[CH2:17][CH2:16][N:15]4[C:18]([C:21]([F:24])([F:23])[F:22])=[N:19][N:20]=[C:14]4[CH2:13]3)[C:6]=2[CH:5]=1)[CH2:2][CH3:3].[C:27](Cl)(=[O:29])[CH3:28]. (7) Given the product [CH3:1][O:2][C:3]1([C:22]([F:24])([F:25])[F:23])[CH2:4][CH:5]([C:7]2[O:11][N:10]=[C:9]([C:12]3[CH:17]=[CH:16][C:15]([CH3:18])=[C:14]([CH:13]=3)[NH2:19])[N:8]=2)[CH2:6]1, predict the reactants needed to synthesize it. The reactants are: [CH3:1][O:2][C:3]1([C:22]([F:25])([F:24])[F:23])[CH2:6][CH:5]([C:7]2[O:11][N:10]=[C:9]([C:12]3[CH:17]=[CH:16][C:15]([CH3:18])=[C:14]([N+:19]([O-])=O)[CH:13]=3)[N:8]=2)[CH2:4]1.O.O.[Sn](Cl)Cl.C(=O)(O)[O-].[Na+].